Dataset: Catalyst prediction with 721,799 reactions and 888 catalyst types from USPTO. Task: Predict which catalyst facilitates the given reaction. (1) Reactant: [NH:1]([C:8]([O:10][C:11]([CH3:14])([CH3:13])[CH3:12])=[O:9])[C@H:2]([C:4](OC)=[O:5])[CH3:3].[OH-].[NH4+:16]. Product: [NH2:16][C:4](=[O:5])[C@@H:2]([NH:1][C:8](=[O:9])[O:10][C:11]([CH3:14])([CH3:13])[CH3:12])[CH3:3]. The catalyst class is: 5. (2) Reactant: [Cl:1][C:2]1[N:7]=[C:6](Cl)[C:5]([O:9][CH2:10][C:11]([CH3:14])([OH:13])[CH3:12])=[C:4]([N:15]2[CH2:20][CH2:19][O:18][CH2:17][CH2:16]2)[N:3]=1.[H-].[Na+]. Product: [Cl:1][C:2]1[N:3]=[C:4]([N:15]2[CH2:20][CH2:19][O:18][CH2:17][CH2:16]2)[C:5]2[O:9][CH2:10][C:11]([CH3:14])([CH3:12])[O:13][C:6]=2[N:7]=1. The catalyst class is: 1.